From a dataset of Forward reaction prediction with 1.9M reactions from USPTO patents (1976-2016). Predict the product of the given reaction. (1) Given the reactants [CH3:1][N:2]([CH3:23])[C:3]1[CH:8]=[C:7]([S:9]([CH3:12])(=[O:11])=[O:10])[CH:6]=[CH:5][C:4]=1[N:13]1[C:17]2=[N:18][CH:19]=[N:20][C:21]([OH:22])=[C:16]2[CH:15]=[N:14]1.[C:24]([O:28][C:29]([N:31]1[CH2:36][CH2:35][CH:34](O)[CH2:33][CH2:32]1)=[O:30])([CH3:27])([CH3:26])[CH3:25].C1(P(C2C=CC=CC=2)C2C=CC=CC=2)C=CC=CC=1.N(C(OC(C)C)=O)=NC(OC(C)C)=O, predict the reaction product. The product is: [C:24]([O:28][C:29]([N:31]1[CH2:36][CH2:35][CH:34]([O:22][C:21]2[N:20]=[CH:19][N:18]=[C:17]3[N:13]([C:4]4[CH:5]=[CH:6][C:7]([S:9]([CH3:12])(=[O:10])=[O:11])=[CH:8][C:3]=4[N:2]([CH3:23])[CH3:1])[N:14]=[CH:15][C:16]=23)[CH2:33][CH2:32]1)=[O:30])([CH3:27])([CH3:25])[CH3:26]. (2) Given the reactants [NH:1]1[C:9]2[C:4](=[CH:5][CH:6]=[C:7]([C:10]([OH:12])=O)[CH:8]=2)[CH:3]=[CH:2]1.C(N1C=CN=C1)(N1C=CN=C1)=O.[F:25][C:26]1[CH:31]=[C:30]([F:32])[CH:29]=[CH:28][C:27]=1[N:33]1[CH2:38][CH2:37][N:36]([CH2:39][CH2:40][CH2:41][CH2:42][NH2:43])[CH2:35][CH2:34]1.C([O-])=O, predict the reaction product. The product is: [F:25][C:26]1[CH:31]=[C:30]([F:32])[CH:29]=[CH:28][C:27]=1[N:33]1[CH2:38][CH2:37][N:36]([CH2:39][CH2:40][CH2:41][CH2:42][NH:43][C:10]([C:7]2[CH:8]=[C:9]3[C:4]([CH:3]=[CH:2][NH:1]3)=[CH:5][CH:6]=2)=[O:12])[CH2:35][CH2:34]1. (3) Given the reactants Cl[C:2]1[CH:11]=[N:10][C:9]2[C:8]([C:12]([O:14][CH3:15])=[O:13])=[C:7]([O:16][CH3:17])[C:6]([C:18]3[CH:23]=[CH:22][CH:21]=[CH:20][N:19]=3)=[CH:5][C:4]=2[N:3]=1.[C:24]1(B(O)O)[CH:29]=[CH:28][CH:27]=[CH:26][CH:25]=1.C(=O)([O-])[O-].[K+].[K+], predict the reaction product. The product is: [CH3:17][O:16][C:7]1[C:6]([C:18]2[CH:23]=[CH:22][CH:21]=[CH:20][N:19]=2)=[CH:5][C:4]2[N:3]=[C:2]([C:24]3[CH:29]=[CH:28][CH:27]=[CH:26][CH:25]=3)[CH:11]=[N:10][C:9]=2[C:8]=1[C:12]([O:14][CH3:15])=[O:13].